Dataset: Peptide-MHC class I binding affinity with 185,985 pairs from IEDB/IMGT. Task: Regression. Given a peptide amino acid sequence and an MHC pseudo amino acid sequence, predict their binding affinity value. This is MHC class I binding data. (1) The peptide sequence is ISRQIHWCW. The MHC is HLA-B57:01 with pseudo-sequence HLA-B57:01. The binding affinity (normalized) is 0.585. (2) The peptide sequence is VLNHYTPEY. The MHC is HLA-A68:02 with pseudo-sequence HLA-A68:02. The binding affinity (normalized) is 0.0847.